This data is from Reaction yield outcomes from USPTO patents with 853,638 reactions. The task is: Predict the reaction yield, written as a fraction of the theoretical maximum amount of product (1.0 means a 100% yield; for example, 0.34 means a 34% yield). The reactants are [F:1][C:2]1([F:17])[CH2:4][CH:3]1[CH2:5][O:6][C:7]1[CH:16]=[CH:15][C:10]([C:11]([O:13]C)=[O:12])=[CH:9][CH:8]=1.[OH-].[Li+]. The catalyst is C(O)C. The product is [F:1][C:2]1([F:17])[CH2:4][CH:3]1[CH2:5][O:6][C:7]1[CH:16]=[CH:15][C:10]([C:11]([OH:13])=[O:12])=[CH:9][CH:8]=1. The yield is 0.950.